This data is from Reaction yield outcomes from USPTO patents with 853,638 reactions. The task is: Predict the reaction yield, written as a fraction of the theoretical maximum amount of product (1.0 means a 100% yield; for example, 0.34 means a 34% yield). (1) The reactants are Cl[CH2:2][C:3]([O:5][CH3:6])=[O:4].[NH2:7][C:8]1[N:9]([C:14]2[C:23]3[C:18](=[CH:19][CH:20]=[CH:21][CH:22]=3)[C:17]([CH:24]3[CH2:26][CH2:25]3)=[CH:16][CH:15]=2)[C:10]([SH:13])=[N:11][N:12]=1.C(=O)([O-])[O-].[K+].[K+]. The catalyst is CN(C=O)C. The product is [NH2:7][C:8]1[N:9]([C:14]2[C:23]3[C:18](=[CH:19][CH:20]=[CH:21][CH:22]=3)[C:17]([CH:24]3[CH2:26][CH2:25]3)=[CH:16][CH:15]=2)[C:10]([S:13][CH2:2][C:3]([O:5][CH3:6])=[O:4])=[N:11][N:12]=1. The yield is 0.800. (2) The reactants are [Br:1][C:2]1[CH:9]=[CH:8][C:5]([CH2:6]Br)=[CH:4][CH:3]=1.[CH2:10]([N:12](CC)[CH2:13][CH3:14])[CH3:11].C(NCC)C. The catalyst is C1COCC1. The product is [Br:1][C:2]1[CH:9]=[CH:8][C:5]([CH2:6][N:12]([CH2:13][CH3:14])[CH2:10][CH3:11])=[CH:4][CH:3]=1. The yield is 0.880.